This data is from Full USPTO retrosynthesis dataset with 1.9M reactions from patents (1976-2016). The task is: Predict the reactants needed to synthesize the given product. (1) Given the product [NH2:19][CH2:18][CH2:17][C:14]1[CH:15]=[CH:16][C:11]([S:8]([C:5]2[CH:6]=[CH:7][C:2]([OH:1])=[C:3]([CH2:26][C:27]([O:29][CH2:32][CH3:33])=[O:28])[CH:4]=2)(=[O:9])=[O:10])=[CH:12][CH:13]=1, predict the reactants needed to synthesize it. The reactants are: [OH:1][C:2]1[CH:7]=[CH:6][C:5]([S:8]([C:11]2[CH:16]=[CH:15][C:14]([CH2:17][CH2:18][NH:19]C(=O)C(F)(F)F)=[CH:13][CH:12]=2)(=[O:10])=[O:9])=[CH:4][C:3]=1[CH2:26][C:27]([O:29]C)=[O:28].Cl.[CH2:32](O)[CH3:33]. (2) Given the product [Cl:1][C:2]1[CH:7]=[C:6]([N+:8]([O-:10])=[O:9])[CH:5]=[CH:4][C:3]=1[CH2:11][CH:12]=[O:13], predict the reactants needed to synthesize it. The reactants are: [Cl:1][C:2]1[CH:7]=[C:6]([N+:8]([O-:10])=[O:9])[CH:5]=[CH:4][C:3]=1[CH2:11][CH2:12][OH:13].C(=O)(O)[O-].[Na+]. (3) Given the product [CH:2]([C:3]1[CH:8]=[CH:7][C:6]([CH2:9][C:10]([OH:12])=[O:11])=[CH:5][CH:4]=1)=[O:29], predict the reactants needed to synthesize it. The reactants are: Br[CH2:2][C:3]1[CH:8]=[CH:7][C:6]([CH2:9][C:10]([OH:12])=[O:11])=[CH:5][CH:4]=1.C1N2CN3CN(C2)CN1C3.Cl.C(Cl)Cl.C([OH:29])C. (4) Given the product [CH3:27][N:28]1[CH2:33][CH2:32][N:31]([CH2:2][C:3]([NH:5][C:6]2[CH:26]=[CH:25][C:9]3[N:10]=[C:11]([NH:14][C@H:15]4[C:24]5[C:19](=[CH:20][CH:21]=[CH:22][CH:23]=5)[CH2:18][CH2:17][CH2:16]4)[O:12][CH2:13][C:8]=3[CH:7]=2)=[O:4])[CH2:30][CH2:29]1, predict the reactants needed to synthesize it. The reactants are: Cl[CH2:2][C:3]([NH:5][C:6]1[CH:26]=[CH:25][C:9]2[N:10]=[C:11]([NH:14][C@H:15]3[C:24]4[C:19](=[CH:20][CH:21]=[CH:22][CH:23]=4)[CH2:18][CH2:17][CH2:16]3)[O:12][CH2:13][C:8]=2[CH:7]=1)=[O:4].[CH3:27][N:28]1[CH2:33][CH2:32][NH:31][CH2:30][CH2:29]1. (5) The reactants are: Cl[C:2]1[C:7]([C:8]([O:10][CH2:11][CH3:12])=[O:9])=[C:6]([NH:13][C:14]2[CH:19]=[CH:18][CH:17]=[C:16]([C:20]3[N:25]=[CH:24][CH:23]=[CH:22][N:21]=3)[CH:15]=2)[N:5]=[C:4]([S:26][CH3:27])[N:3]=1.[CH2:28]([O:30]/[CH:31]=[CH:32]/B1OC(C)(C)C(C)(C)O1)[CH3:29].COC1C=CC=C(OC)C=1C1C=CC=CC=1P(C1CCCCC1)C1CCCCC1.[O-]P([O-])([O-])=O.[K+].[K+].[K+]. Given the product [CH2:31]([O:30]/[CH:28]=[CH:29]/[C:2]1[C:7]([C:8]([O:10][CH2:11][CH3:12])=[O:9])=[C:6]([NH:13][C:14]2[CH:19]=[CH:18][CH:17]=[C:16]([C:20]3[N:25]=[CH:24][CH:23]=[CH:22][N:21]=3)[CH:15]=2)[N:5]=[C:4]([S:26][CH3:27])[N:3]=1)[CH3:32], predict the reactants needed to synthesize it. (6) Given the product [CH2:44]([O:43][C:41](=[O:42])[CH2:40][C:38]1[N:39]=[C:35]([NH:34][C:9](=[O:11])[C:8]2[CH:7]=[C:6]([O:5][C@@H:4]([CH3:23])[CH2:3][O:2][CH3:1])[CH:14]=[C:13]([O:15][C:16]3[CH:21]=[CH:20][CH:19]=[C:18]([F:22])[CH:17]=3)[CH:12]=2)[S:36][CH:37]=1)[CH3:45], predict the reactants needed to synthesize it. The reactants are: [CH3:1][O:2][CH2:3][C@H:4]([CH3:23])[O:5][C:6]1[CH:7]=[C:8]([CH:12]=[C:13]([O:15][C:16]2[CH:21]=[CH:20][CH:19]=[C:18]([F:22])[CH:17]=2)[CH:14]=1)[C:9]([OH:11])=O.FC1C=C(B(O)O)C=CC=1.[NH2:34][C:35]1[S:36][CH:37]=[C:38]([CH2:40][C:41]([O:43][CH2:44][CH3:45])=[O:42])[N:39]=1. (7) Given the product [Cl:24][C:20]1[CH:19]=[C:18]([CH:23]=[CH:22][CH:21]=1)[CH2:17][NH:16][C:15]([C:14]1[N:13]([CH2:26][CH:27]([O:30][CH3:31])[O:28][CH3:29])[CH:12]=[C:11]([CH2:32][C:33](=[O:34])[NH:40][CH3:38])[C:10](=[O:36])[C:9]=1[O:8][CH2:1][C:2]1[CH:3]=[CH:4][CH:5]=[CH:6][CH:7]=1)=[O:25], predict the reactants needed to synthesize it. The reactants are: [CH2:1]([O:8][C:9]1[C:10](=[O:36])[C:11]([CH2:32][C:33](O)=[O:34])=[CH:12][N:13]([CH2:26][CH:27]([O:30][CH3:31])[O:28][CH3:29])[C:14]=1[C:15](=[O:25])[NH:16][CH2:17][C:18]1[CH:23]=[CH:22][CH:21]=[C:20]([Cl:24])[CH:19]=1)[C:2]1[CH:7]=[CH:6][CH:5]=[CH:4][CH:3]=1.Cl.[CH2:38]([N:40]=C=NCCCN(C)C)C.O.ON1C2C=CC=CC=2N=N1.CN.